This data is from Reaction yield outcomes from USPTO patents with 853,638 reactions. The task is: Predict the reaction yield, written as a fraction of the theoretical maximum amount of product (1.0 means a 100% yield; for example, 0.34 means a 34% yield). (1) The reactants are [OH:1][C:2]1[CH:3]=[N:4][CH:5]=[CH:6][CH:7]=1.Br[CH2:9][C:10]1[CH:28]=[CH:27][C:13]([CH2:14][N:15]2[CH2:19][C@@H:18]([C:20]3[CH:25]=[CH:24][CH:23]=[CH:22][CH:21]=3)[O:17][C:16]2=[O:26])=[CH:12][CH:11]=1.[H-].[Na+]. The catalyst is CN(C=O)C.ClCCl. The product is [C:20]1([C@H:18]2[O:17][C:16](=[O:26])[N:15]([CH2:14][C:13]3[CH:12]=[CH:11][C:10]([CH2:9][O:1][C:2]4[CH:3]=[N:4][CH:5]=[CH:6][CH:7]=4)=[CH:28][CH:27]=3)[CH2:19]2)[CH:25]=[CH:24][CH:23]=[CH:22][CH:21]=1. The yield is 0.450. (2) The reactants are Cl[C:2]1[CH:7]=[C:6]([C:8]2[CH:13]=[CH:12][CH:11]=[CH:10][N:9]=2)[N:5]=[C:4]([C:14]2[CH:19]=[CH:18][CH:17]=[CH:16][N:15]=2)[N:3]=1.[CH3:20][O:21][C:22]1[CH:27]=[CH:26][CH:25]=[C:24]([NH2:28])[CH:23]=1.Cl.[OH-].[Na+]. The catalyst is O.C(O)C. The product is [CH3:20][O:21][C:22]1[CH:23]=[C:24]([CH:25]=[CH:26][CH:27]=1)[NH:28][C:2]1[CH:7]=[C:6]([C:8]2[CH:13]=[CH:12][CH:11]=[CH:10][N:9]=2)[N:5]=[C:4]([C:14]2[CH:19]=[CH:18][CH:17]=[CH:16][N:15]=2)[N:3]=1. The yield is 0.600. (3) The reactants are [CH:1](NC(C)C)(C)C.C([Li])CCC.[CH3:13][O:14][C:15]1[CH:20]=[CH:19][CH:18]=[CH:17][C:16]=1[CH2:21][C:22]([OH:24])=[O:23].IC. The catalyst is C1COCC1.O. The product is [CH3:13][O:14][C:15]1[CH:20]=[CH:19][CH:18]=[CH:17][C:16]=1[CH:21]([CH3:1])[C:22]([OH:24])=[O:23]. The yield is 0.850. (4) The reactants are C(=O)([O-])[O-].[K+].[K+].[CH3:7][NH:8][CH:9]1[CH2:14][CH2:13][CH2:12][CH2:11][CH2:10]1.CN1CCCC1=O.F[C:23]1[CH:28]=[CH:27][C:26]([F:29])=[CH:25][C:24]=1[N+:30]([O-:32])=[O:31]. The catalyst is O. The product is [CH:9]1([N:8]([CH3:7])[C:23]2[CH:28]=[CH:27][C:26]([F:29])=[CH:25][C:24]=2[N+:30]([O-:32])=[O:31])[CH2:14][CH2:13][CH2:12][CH2:11][CH2:10]1. The yield is 0.890. (5) The reactants are [CH3:1][N:2]1[C@@H:19]2[CH2:20][C:7]3[CH:8]=[CH:9][C:10]([O:22][CH3:23])=[C:11]4[O:12][C@H:13]5[C:14]([CH2:16][CH2:17][C@:18]2([OH:21])[C@:5]5([C:6]=34)[CH2:4][CH2:3]1)=[O:15].Cl. The catalyst is C(Cl)(Cl)Cl. The product is [CH3:1][N:2]1[C@@H:19]2[CH2:20][C:7]3[CH:8]=[CH:9][C:10]([O:22][CH3:23])=[C:11]4[O:12][C@H:13]5[C:14]([CH2:16][CH2:17][C@:18]2([OH:21])[C@:5]5([C:6]=34)[CH2:4][CH2:3]1)=[O:15]. The yield is 0.930.